From a dataset of Catalyst prediction with 721,799 reactions and 888 catalyst types from USPTO. Predict which catalyst facilitates the given reaction. (1) Reactant: [Cl:1][C:2]1[CH:3]=[C:4]([S:9][C:10]2[N:14]([CH2:15][CH3:16])[N:13]=[C:12]([CH3:17])[C:11]=2[CH2:18]O)[CH:5]=[C:6]([Cl:8])[CH:7]=1.[C:20](Br)(Br)(Br)[Br:21].C1(P(C2C=CC=CC=2)C2C=CC=CC=2)C=CC=CC=1. Product: [Br:21][CH2:20][CH2:18][C:11]1[C:12]([CH3:17])=[N:13][N:14]([CH2:15][CH3:16])[C:10]=1[S:9][C:4]1[CH:3]=[C:2]([Cl:1])[CH:7]=[C:6]([Cl:8])[CH:5]=1. The catalyst class is: 4. (2) Reactant: [CH3:1][C:2]1[C:3]([N:8]([CH2:42][O:43][CH2:44][CH2:45][O:46][CH3:47])[S:9]([C:12]2[S:13][C:14]([CH3:41])=[CH:15][C:16]=2[C:17]2[CH:22]=[CH:21][C:20]([CH2:23][N:24]3[C:33]4[C:28](=[C:29]([CH2:36][CH3:37])[N:30]=[C:31]([CH2:34][CH3:35])[CH:32]=4)[C:27](Cl)=[CH:26][C:25]3=[O:39])=[CH:19][C:18]=2[CH3:40])(=[O:11])=[O:10])=[N:4][O:5][C:6]=1[CH3:7].[O-:48][CH2:49][CH3:50].[Na+]. Product: [CH3:1][C:2]1[C:3]([N:8]([CH2:42][O:43][CH2:44][CH2:45][O:46][CH3:47])[S:9]([C:12]2[S:13][C:14]([CH3:41])=[CH:15][C:16]=2[C:17]2[CH:22]=[CH:21][C:20]([CH2:23][N:24]3[C:33]4[C:28](=[C:29]([CH2:36][CH3:37])[N:30]=[C:31]([CH2:34][CH3:35])[CH:32]=4)[C:27]([O:48][CH2:49][CH3:50])=[CH:26][C:25]3=[O:39])=[CH:19][C:18]=2[CH3:40])(=[O:11])=[O:10])=[N:4][O:5][C:6]=1[CH3:7]. The catalyst class is: 8.